From a dataset of Peptide-MHC class I binding affinity with 185,985 pairs from IEDB/IMGT. Regression. Given a peptide amino acid sequence and an MHC pseudo amino acid sequence, predict their binding affinity value. This is MHC class I binding data. The peptide sequence is LFQLCTFTK. The MHC is HLA-A68:01 with pseudo-sequence HLA-A68:01. The binding affinity (normalized) is 0.412.